From a dataset of Orexin1 receptor HTS with 218,158 compounds and 233 confirmed actives. Binary Classification. Given a drug SMILES string, predict its activity (active/inactive) in a high-throughput screening assay against a specified biological target. (1) The compound is s1c(c([n+]2cc(CC)ccc2)nc1[O-])/C=N\NC(=O)c1cccnc1. The result is 0 (inactive). (2) The compound is S(CC(=O)NC1CC1)c1sc(Nc2c(OC)cccc2)nn1. The result is 0 (inactive). (3) The drug is Clc1c(cc(NC(=O)CN(C(=O)c2cc([N+]([O-])=O)c(N3CCOCC3)cc2)C)cc1)C(F)(F)F. The result is 0 (inactive). (4) The compound is O1C2(NC(OC2)=O)CCCC1. The result is 0 (inactive).